Predict the reactants needed to synthesize the given product. From a dataset of Full USPTO retrosynthesis dataset with 1.9M reactions from patents (1976-2016). Given the product [Br:1][C:2]1[CH:3]=[CH:4][C:5]2[C:11]3[S:12][C:13]([C:15]([N:17]([C:19]4[CH:20]=[C:21]([C:22]([N:64]5[CH2:65][CH:62]([OH:61])[CH2:63]5)=[O:23])[CH:25]=[CH:26][C:27]=4[Cl:28])[CH3:18])=[O:16])=[CH:14][C:10]=3[CH2:9][CH2:8][O:7][C:6]=2[CH:29]=1, predict the reactants needed to synthesize it. The reactants are: [Br:1][C:2]1[CH:3]=[CH:4][C:5]2[C:11]3[S:12][C:13]([C:15]([N:17]([C:19]4[CH:20]=[C:21]([CH:25]=[CH:26][C:27]=4[Cl:28])[C:22](O)=[O:23])[CH3:18])=[O:16])=[CH:14][C:10]=3[CH2:9][CH2:8][O:7][C:6]=2[CH:29]=1.CCN=C=NCCCN(C)C.C1C=CC2N(O)N=NC=2C=1.CCN(C(C)C)C(C)C.Cl.[OH:61][CH:62]1[CH2:65][NH:64][CH2:63]1.